From a dataset of Tox21: 12 toxicity assays (nuclear receptors and stress response pathways). Binary classification across 12 toxicity assays. (1) The compound is CCN(CC)C(=O)[C@@H]1C=C2c3cccc4[nH]cc(c34)C[C@H]2N(C)C1. It tested positive (active) for: NR-AhR (Aryl hydrocarbon Receptor agonist activity), NR-ER (Estrogen Receptor agonist activity), NR-ER-LBD (Estrogen Receptor Ligand Binding Domain agonist), and SR-MMP (Mitochondrial Membrane Potential disruption). (2) The molecule is COC(=O)N(OC)c1ccccc1COc1ccn(-c2ccc(Cl)cc2)n1. It tested positive (active) for: SR-ARE (Antioxidant Response Element (oxidative stress)), SR-MMP (Mitochondrial Membrane Potential disruption), and SR-p53 (p53 tumor suppressor activation). (3) It tested positive (active) for: NR-AR (Androgen Receptor agonist activity), NR-AR-LBD (Androgen Receptor Ligand Binding Domain agonist), NR-ER (Estrogen Receptor agonist activity), NR-ER-LBD (Estrogen Receptor Ligand Binding Domain agonist), and SR-ARE (Antioxidant Response Element (oxidative stress)). The drug is C#C[C@]1(O)CC[C@H]2[C@@H]3CCC4=CC(=O)CC[C@@H]4[C@H]3CC[C@@]21C. (4) The molecule is COC(=O)C1=C(C)NC(C)=C(C(=O)OCCN(C)Cc2ccccc2)C1c1cccc([N+](=O)[O-])c1. It tested positive (active) for: SR-HSE (Heat Shock Element response), and SR-MMP (Mitochondrial Membrane Potential disruption). (5) The molecule is CN1C(C(=O)Nc2ccccn2)=C(O)c2sccc2S1(=O)=O. It tested positive (active) for: SR-MMP (Mitochondrial Membrane Potential disruption). (6) The compound is CCc1cc(Cc2cc(CC)cc(C(C)(C)C)c2O)c(O)c(C(C)(C)C)c1. It tested positive (active) for: SR-MMP (Mitochondrial Membrane Potential disruption).